This data is from Forward reaction prediction with 1.9M reactions from USPTO patents (1976-2016). The task is: Predict the product of the given reaction. (1) Given the reactants Br[C:2]1[CH:7]=[CH:6][C:5]([O:8][CH3:9])=[C:4]([CH3:10])[CH:3]=1.CC(C)([O-])C.[Na+].[CH3:17][O:18][C:19]1[CH:24]=[CH:23][C:22]([NH:25]C2C=CC=CC=2)=[CH:21][C:20]=1[CH3:32], predict the reaction product. The product is: [CH3:9][O:8][C:5]1[CH:6]=[CH:7][C:2]([NH:25][C:22]2[CH:23]=[CH:24][C:19]([O:18][CH3:17])=[C:20]([CH3:32])[CH:21]=2)=[CH:3][C:4]=1[CH3:10]. (2) Given the reactants Cl[C:2]1[CH:7]=[C:6]([NH:8][C:9]2[CH:19]=[CH:18][CH:17]=[CH:16][C:10]=2[C:11]([NH:13][O:14][CH3:15])=[O:12])[C:5]([Cl:20])=[CH:4][N:3]=1.[CH2:21]([N:23]1[C:27]([NH2:28])=[CH:26][C:25]([CH3:29])=[N:24]1)[CH3:22].C(=O)([O-])[O-].[Cs+].[Cs+].C1(P(C2C=CC=CC=2)C2C=CC3C(=CC=CC=3)C=2C2C3C(=CC=CC=3)C=CC=2P(C2C=CC=CC=2)C2C=CC=CC=2)C=CC=CC=1, predict the reaction product. The product is: [Cl:20][C:5]1[C:6]([NH:8][C:9]2[CH:19]=[CH:18][CH:17]=[CH:16][C:10]=2[C:11]([NH:13][O:14][CH3:15])=[O:12])=[CH:7][C:2]([NH:28][C:27]2[N:23]([CH2:21][CH3:22])[N:24]=[C:25]([CH3:29])[CH:26]=2)=[N:3][CH:4]=1. (3) The product is: [F:26][C@@H:27]1[CH2:31][CH2:30][N:29]([C:20]([C:15]2[CH:14]=[CH:13][C:12]3[C:17](=[CH:18][CH:19]=[C:10]([O:9][C:6]4[CH:5]=[CH:4][C:3]([C:2]([F:24])([F:1])[F:23])=[CH:8][N:7]=4)[CH:11]=3)[N:16]=2)=[O:21])[CH2:28]1. Given the reactants [F:1][C:2]([F:24])([F:23])[C:3]1[CH:4]=[CH:5][C:6]([O:9][C:10]2[CH:11]=[C:12]3[C:17](=[CH:18][CH:19]=2)[N:16]=[C:15]([C:20](O)=[O:21])[CH:14]=[CH:13]3)=[N:7][CH:8]=1.Cl.[F:26][C@@H:27]1[CH2:31][CH2:30][NH:29][CH2:28]1.F[P-](F)(F)(F)(F)F.CN(C(N(C)C)=[N+]1C2C(=NC=CC=2)[N+]([O-])=N1)C.C(N(CC)C(C)C)(C)C.C(=O)(O)[O-].[Na+], predict the reaction product. (4) Given the reactants [OH:1][C:2]1[CH:7]=[CH:6][C:5]([C:8]2[CH:16]=[C:15]3[C:11]([C:12]([C:24]([O:26]C)=[O:25])=[N:13][N:14]3C(OC(C)(C)C)=O)=[CH:10][CH:9]=2)=[CH:4][CH:3]=1.Cl[CH2:29][C:30]1[C:31]([C:38]2[C:43]([Cl:44])=[CH:42][CH:41]=[CH:40][C:39]=2[Cl:45])=[N:32][O:33][C:34]=1[CH:35]([CH3:37])[CH3:36].C(=O)([O-])[O-].[K+].[K+].[OH-].[Na+], predict the reaction product. The product is: [Cl:45][C:39]1[CH:40]=[CH:41][CH:42]=[C:43]([Cl:44])[C:38]=1[C:31]1[C:30]([CH2:29][O:1][C:2]2[CH:3]=[CH:4][C:5]([C:8]3[CH:16]=[C:15]4[C:11]([C:12]([C:24]([OH:26])=[O:25])=[N:13][NH:14]4)=[CH:10][CH:9]=3)=[CH:6][CH:7]=2)=[C:34]([CH:35]([CH3:37])[CH3:36])[O:33][N:32]=1.